From a dataset of Peptide-MHC class I binding affinity with 185,985 pairs from IEDB/IMGT. Regression. Given a peptide amino acid sequence and an MHC pseudo amino acid sequence, predict their binding affinity value. This is MHC class I binding data. (1) The MHC is HLA-B51:01 with pseudo-sequence HLA-B51:01. The peptide sequence is GMMRWCMPV. The binding affinity (normalized) is 0.0847. (2) The peptide sequence is PPTNTPEAL. The MHC is Mamu-A2201 with pseudo-sequence Mamu-A2201. The binding affinity (normalized) is 0. (3) The peptide sequence is REFVFKNKDG. The MHC is HLA-B44:03 with pseudo-sequence HLA-B44:03. The binding affinity (normalized) is 0.423. (4) The peptide sequence is VVPAHPGL. The MHC is H-2-Kb with pseudo-sequence H-2-Kb. The binding affinity (normalized) is 0.352. (5) The peptide sequence is KTTIKFHPW. The MHC is HLA-B40:01 with pseudo-sequence HLA-B40:01. The binding affinity (normalized) is 0.0847.